This data is from Full USPTO retrosynthesis dataset with 1.9M reactions from patents (1976-2016). The task is: Predict the reactants needed to synthesize the given product. Given the product [Cl:1][C:2]1[CH:7]=[CH:6][CH:5]=[CH:4][C:3]=1[N:8]1[C:16]2[CH2:15][CH2:14][N:13]([C:32]3[CH:39]=[CH:38][C:35]([C:36]#[N:37])=[CH:34][CH:33]=3)[CH2:12][C:11]=2[CH:10]=[C:9]1[C:17]1[CH:18]=[CH:19][C:20]([O:23][CH3:24])=[CH:21][CH:22]=1, predict the reactants needed to synthesize it. The reactants are: [Cl:1][C:2]1[CH:7]=[CH:6][CH:5]=[CH:4][C:3]=1[N:8]1[C:16]2[CH2:15][CH2:14][NH:13][CH2:12][C:11]=2[CH:10]=[C:9]1[C:17]1[CH:22]=[CH:21][C:20]([O:23][CH3:24])=[CH:19][CH:18]=1.C([O-])([O-])=O.[K+].[K+].F[C:32]1[CH:39]=[CH:38][C:35]([C:36]#[N:37])=[CH:34][CH:33]=1.O.